Predict the reaction yield, written as a fraction of the theoretical maximum amount of product (1.0 means a 100% yield; for example, 0.34 means a 34% yield). From a dataset of Reaction yield outcomes from USPTO patents with 853,638 reactions. (1) The reactants are S(S([O-])=O)([O-])=O.[Na+].[Na+].[N:9]([C:12]1[CH:13]=[CH:14][C:15]([N+:24]([O-])=O)=[C:16]([N:18]2[CH2:23][CH2:22][CH2:21][CH2:20][CH2:19]2)[CH:17]=1)=[N+:10]=[N-:11].[C:27]([C:29]1[O:33][C:32]([C:34](Cl)=[O:35])=[CH:31][CH:30]=1)#[N:28].CCN(C(C)C)C(C)C. The catalyst is O.C1COCC1.[Cl-].[Na+].O. The product is [N:9]([C:12]1[CH:13]=[CH:14][C:15]([NH:24][C:34]([C:32]2[O:33][C:29]([C:27]#[N:28])=[CH:30][CH:31]=2)=[O:35])=[C:16]([N:18]2[CH2:23][CH2:22][CH2:21][CH2:20][CH2:19]2)[CH:17]=1)=[N+:10]=[N-:11]. The yield is 0.120. (2) The reactants are [CH2:1]([O:3][C:4](=[O:25])[C:5]1[CH:10]=[CH:9][CH:8]=[C:7]([O:11][CH2:12][CH2:13][CH2:14][N:15]2[C:19]3[CH:20]=[CH:21][CH:22]=[CH:23][C:18]=3[NH:17][C:16]2=[NH:24])[CH:6]=1)[CH3:2].[Br:26][C:27]1[CH:34]=[CH:33][C:30]([CH2:31]Br)=[CH:29][CH:28]=1. The catalyst is CC(=O)CC. The product is [BrH:26].[CH2:1]([O:3][C:4](=[O:25])[C:5]1[CH:10]=[CH:9][CH:8]=[C:7]([O:11][CH2:12][CH2:13][CH2:14][N:15]2[C:19]3[CH:20]=[CH:21][CH:22]=[CH:23][C:18]=3[N:17]([CH2:31][C:30]3[CH:33]=[CH:34][C:27]([Br:26])=[CH:28][CH:29]=3)[C:16]2=[NH:24])[CH:6]=1)[CH3:2]. The yield is 0.590. (3) The reactants are [O:1]1[C:5]2[CH:6]=[CH:7][C:8]([C:10]3[CH:11]=[C:12]4[C:17](=[CH:18][CH:19]=3)[CH2:16][C:15](=[O:20])[CH2:14][CH2:13]4)=[CH:9][C:4]=2[O:3][CH2:2]1.[C:21](=O)([O:25]CC)[O:22][CH2:23][CH3:24]. No catalyst specified. The product is [O:1]1[C:5]2[CH:6]=[CH:7][C:8]([C:10]3[CH:11]=[C:12]4[C:17](=[CH:18][CH:19]=3)[CH:16]([C:21]([O:22][CH2:23][CH3:24])=[O:25])[C:15](=[O:20])[CH2:14][CH2:13]4)=[CH:9][C:4]=2[O:3][CH2:2]1. The yield is 0.230.